This data is from Forward reaction prediction with 1.9M reactions from USPTO patents (1976-2016). The task is: Predict the product of the given reaction. (1) Given the reactants C(OC([N:8]1[CH2:12][C@@H:11]([CH2:13][N:14]([CH:31]([CH3:33])[CH3:32])[C:15](=[O:30])[C:16]2[CH:21]=[CH:20][C:19]([O:22][CH3:23])=[C:18]([O:24][CH2:25][CH2:26][CH2:27][O:28][CH3:29])[CH:17]=2)[C@H:10]([CH2:34][N:35]([C:39](=[O:48])[CH2:40][C:41]([NH:44][C:45](=[O:47])[CH3:46])([CH3:43])[CH3:42])[CH:36]2[CH2:38][CH2:37]2)[CH2:9]1)=O)(C)(C)C.C([O-])(O)=O.[Na+], predict the reaction product. The product is: [C:45]([NH:44][C:41]([CH3:42])([CH3:43])[CH2:40][C:39]([N:35]([CH2:34][C@@H:10]1[CH2:9][NH:8][CH2:12][C@H:11]1[CH2:13][N:14]([CH:31]([CH3:32])[CH3:33])[C:15](=[O:30])[C:16]1[CH:21]=[CH:20][C:19]([O:22][CH3:23])=[C:18]([O:24][CH2:25][CH2:26][CH2:27][O:28][CH3:29])[CH:17]=1)[CH:36]1[CH2:38][CH2:37]1)=[O:48])(=[O:47])[CH3:46]. (2) Given the reactants [F:1][C:2]1[C:11]2[O:10][CH2:9][C@H:8]3[C@@H:12](C(O)=O)[C@H:7]3[C:6]=2[C:5]([F:16])=[CH:4][CH:3]=1.C([N:19]([CH2:22]C)CC)C.[NH2:24][C:25]1[N:30]=[CH:29][C:28]([C:31]([C:33]2[CH:38]=[CH:37][C:36]([F:39])=[CH:35][CH:34]=2)=[O:32])=[CH:27][CH:26]=1.C1C=CC(P(N=[N+]=[N-])(C2C=CC=CC=2)=[O:47])=CC=1, predict the reaction product. The product is: [F:1][C:2]1[C:11]2[O:10][CH2:9][C@H:8]3[C@@H:12]([NH:19][C:22]([NH:24][C:25]4[CH:26]=[CH:27][C:28]([C:31](=[O:32])[C:33]5[CH:38]=[CH:37][C:36]([F:39])=[CH:35][CH:34]=5)=[CH:29][N:30]=4)=[O:47])[C@H:7]3[C:6]=2[C:5]([F:16])=[CH:4][CH:3]=1. (3) Given the reactants C(NC(C)C)(C)C.C([Li])CCC.[O:13]=[C:14]1[NH:29][CH2:28][CH2:27][C:15]21[CH2:19][N:18]([C:20]([O:22][C:23]([CH3:26])([CH3:25])[CH3:24])=[O:21])[CH2:17][CH2:16]2.Br[CH2:31][C:32]1[C:40]2[C:35](=[CH:36][CH:37]=[CH:38][CH:39]=2)[N:34]([S:41]([C:44]2[CH:50]=[CH:49][C:47]([CH3:48])=[CH:46][CH:45]=2)(=[O:43])=[O:42])[CH:33]=1.C(O)(=O)CC(CC(O)=O)(C(O)=O)O, predict the reaction product. The product is: [C:23]([O:22][C:20]([N:18]1[CH2:17][CH2:16][C:15]2([CH2:27][CH2:28][N:29]([CH2:31][C:32]3[C:40]4[C:35](=[CH:36][CH:37]=[CH:38][CH:39]=4)[N:34]([S:41]([C:44]4[CH:45]=[CH:46][C:47]([CH3:48])=[CH:49][CH:50]=4)(=[O:43])=[O:42])[CH:33]=3)[C:14]2=[O:13])[CH2:19]1)=[O:21])([CH3:26])([CH3:24])[CH3:25].